From a dataset of Catalyst prediction with 721,799 reactions and 888 catalyst types from USPTO. Predict which catalyst facilitates the given reaction. (1) Reactant: [CH3:1][CH:2]1[C:6](=[O:7])[CH2:5][CH2:4][C:3]1=[O:8].[B-](F)(F)(F)[F:10].[B-](F)(F)(F)F.C1[N+]2(CCl)CC[N+](F)(CC2)C1. Product: [F:10][C:2]1([CH3:1])[C:6](=[O:7])[CH2:5][CH2:4][C:3]1=[O:8]. The catalyst class is: 10. (2) Reactant: [OH:1][C:2]1[CH:12]=[CH:11][CH:10]=[C:4]2[C:5]([O:7][C:8](=[O:9])[C:3]=12)=O.[CH3:13][O:14][C:15]1[CH:22]=[C:21]([O:23][CH3:24])[CH:20]=[CH:19][C:16]=1[CH2:17][NH2:18].C(O)(=O)C. Product: [OH:1][C:2]1[CH:12]=[CH:11][CH:10]=[C:4]2[C:3]=1[C:8](=[O:9])[N:18]([CH2:17][C:16]1[CH:19]=[CH:20][C:21]([O:23][CH3:24])=[CH:22][C:15]=1[O:14][CH3:13])[C:5]2=[O:7]. The catalyst class is: 6. (3) Reactant: [Cl:1][C:2]1[CH:22]=[CH:21][C:5]([CH2:6][N:7]2[C:15](=[O:16])[C:14]3[N:13]([CH3:17])[C:12]([CH2:18][CH3:19])=[N:11][C:10]=3[NH:9][C:8]2=[O:20])=[CH:4][CH:3]=1.C([O-])([O-])=O.[Cs+].[Cs+].[CH2:29](Br)[C:30]1[CH:35]=[CH:34][CH:33]=[CH:32][CH:31]=1. Product: [CH2:29]([N:9]1[C:10]2[N:11]=[C:12]([CH2:18][CH3:19])[N:13]([CH3:17])[C:14]=2[C:15](=[O:16])[N:7]([CH2:6][C:5]2[CH:21]=[CH:22][C:2]([Cl:1])=[CH:3][CH:4]=2)[C:8]1=[O:20])[C:30]1[CH:35]=[CH:34][CH:33]=[CH:32][CH:31]=1. The catalyst class is: 3. (4) Reactant: [CH:1]1([O:7][C:8]2[CH:13]=[CH:12][C:11]([CH2:14][C:15]([OH:17])=O)=[CH:10][CH:9]=2)[CH2:6][CH2:5][CH2:4][CH2:3][CH2:2]1.C(Cl)(=O)C(Cl)=O.Cl.[CH3:25][NH:26][O:27][CH3:28].CN1CCOCC1. Product: [CH:1]1([O:7][C:8]2[CH:9]=[CH:10][C:11]([CH2:14][C:15]([N:26]([O:27][CH3:28])[CH3:25])=[O:17])=[CH:12][CH:13]=2)[CH2:2][CH2:3][CH2:4][CH2:5][CH2:6]1. The catalyst class is: 2. (5) Reactant: [Br:1][C:2]1[CH:8]=[C:7]([O:9][CH3:10])[C:6]([Cl:11])=[CH:5][C:3]=1[NH2:4].C(N(CC)CC)C.[C:19](Cl)(=[O:21])[CH3:20].C([O-])(O)=O.[Na+]. Product: [Br:1][C:2]1[CH:8]=[C:7]([O:9][CH3:10])[C:6]([Cl:11])=[CH:5][C:3]=1[NH:4][C:19](=[O:21])[CH3:20]. The catalyst class is: 1.